Dataset: Forward reaction prediction with 1.9M reactions from USPTO patents (1976-2016). Task: Predict the product of the given reaction. Given the reactants [CH3:1][C@H:2]1[C@:19]([OH:24])([C:20]([CH2:22][OH:23])=[O:21])[C@:18]2([CH3:25])[C@H:4]([C@H:5]3[C@:15]([F:27])([C@@H:16]([OH:26])[CH2:17]2)[C@:14]2([CH3:28])[C:8](=[CH:9][C:10]([CH:12]=[CH:13]2)=[O:11])[CH2:7][CH2:6]3)[CH2:3]1.[CH3:29][S:30](Cl)(=[O:32])=[O:31].Cl, predict the reaction product. The product is: [CH3:1][C@H:2]1[C@:19]([OH:24])([C:20]([CH2:22][OH:23])=[O:21])[C@:18]2([CH3:25])[C@H:4]([C@H:5]3[C@:15]([F:27])([C@@H:16]([OH:26])[CH2:17]2)[C@:14]2([CH3:28])[C:8](=[CH:9][C:10]([CH:12]=[CH:13]2)=[O:11])[CH2:7][CH2:6]3)[CH2:3]1.[S:30]([O-:32])(=[O:11])(=[O:31])[CH3:29].